Dataset: Forward reaction prediction with 1.9M reactions from USPTO patents (1976-2016). Task: Predict the product of the given reaction. (1) The product is: [CH3:20][O:9][C:8]([C:5]1[CH:4]=[N:3][C:2]([CH:1]=[CH:13][N:14]([CH3:16])[CH3:15])=[CH:7][N:6]=1)=[O:10]. Given the reactants [CH3:1][C:2]1[N:3]=[CH:4][C:5]([C:8]([OH:10])=[O:9])=[N:6][CH:7]=1.CO[CH:13](OC)[N:14]([CH3:16])[CH3:15].O.[CH3:20]N(C)C=O, predict the reaction product. (2) Given the reactants Br[C:2]1[CH:7]=[CH:6][C:5]([C:8]([NH:11][C:12](=[O:14])[CH3:13])([CH3:10])[CH3:9])=[CH:4][CH:3]=1.CC([O-])=O.[K+].[CH3:20][C:21]1([CH3:37])[C:25]([CH3:27])([CH3:26])[O:24][B:23]([B:23]2[O:24][C:25]([CH3:27])([CH3:26])[C:21]([CH3:37])([CH3:20])[O:22]2)[O:22]1.O, predict the reaction product. The product is: [CH3:20][C:21]1([CH3:37])[C:25]([CH3:27])([CH3:26])[O:24][B:23]([C:2]2[CH:7]=[CH:6][C:5]([C:8]([NH:11][C:12](=[O:14])[CH3:13])([CH3:10])[CH3:9])=[CH:4][CH:3]=2)[O:22]1. (3) Given the reactants [CH2:1]([O:8][C:9]1[C:14]([CH3:15])=[C:13]([CH3:16])[C:12]([O:17][CH2:18][C:19]2[CH:24]=[CH:23][CH:22]=[CH:21][CH:20]=2)=[C:11]([CH3:25])[C:10]=1[CH2:26][CH2:27][CH:28]=[CH2:29])[C:2]1[CH:7]=[CH:6][CH:5]=[CH:4][CH:3]=1.B1C2CCCC1CCC2.[OH-].[Na+].OO.C(OC(C)C)(=[O:45])C, predict the reaction product. The product is: [CH2:1]([O:8][C:9]1[C:14]([CH3:15])=[C:13]([CH3:16])[C:12]([O:17][CH2:18][C:19]2[CH:24]=[CH:23][CH:22]=[CH:21][CH:20]=2)=[C:11]([CH3:25])[C:10]=1[CH2:26][CH2:27][CH2:28][CH2:29][OH:45])[C:2]1[CH:3]=[CH:4][CH:5]=[CH:6][CH:7]=1. (4) Given the reactants [C:1]([O:4][C@H:5]1[C@@H:18]([O:19][C:20](=[O:22])[CH3:21])[C@H:17]([O:23][C:24](=[O:26])[CH3:25])[C@@H:16]([CH2:27][O:28][C:29](=[O:31])[CH3:30])[O:15][C@@H:6]1[O:7][C:8]1[CH:13]=[CH:12][C:11](I)=[CH:10][CH:9]=1)(=[O:3])[CH3:2].C([O-])([O-])=O.[Cs+].[Cs+].CC(C1C=C(C(C)C)C(C2C=CC=CC=2P(C2CCCCC2)C2CCCCC2)=C(C(C)C)C=1)C.[NH:72]1[C:80]2[C:75](=[CH:76][CH:77]=[CH:78][CH:79]=2)[CH2:74][CH2:73]1, predict the reaction product. The product is: [C:1]([O:4][C@H:5]1[C@@H:18]([O:19][C:20](=[O:22])[CH3:21])[C@H:17]([O:23][C:24](=[O:26])[CH3:25])[C@@H:16]([CH2:27][O:28][C:29](=[O:31])[CH3:30])[O:15][C@@H:6]1[O:7][C:8]1[CH:13]=[CH:12][C:11]([N:72]2[C:80]3[C:75](=[CH:76][CH:77]=[CH:78][CH:79]=3)[CH2:74][CH2:73]2)=[CH:10][CH:9]=1)(=[O:3])[CH3:2]. (5) Given the reactants [Cl-].[CH:2]1([CH2:7][NH2+:8][CH2:9][CH2:10]Cl)[CH2:6][CH2:5][CH2:4][CH2:3]1.[Cl:12][C:13]1[C:18]([Cl:19])=[CH:17][CH:16]=[CH:15][C:14]=1[N:20]=[C:21]=[S:22], predict the reaction product. The product is: [Cl:12][C:13]1[C:18]([Cl:19])=[CH:17][CH:16]=[CH:15][C:14]=1[N:20]=[C:21]1[N:8]([CH2:7][CH:2]2[CH2:3][CH2:4][CH2:5][CH2:6]2)[CH2:9][CH2:10][S:22]1.